Predict the product of the given reaction. From a dataset of Forward reaction prediction with 1.9M reactions from USPTO patents (1976-2016). Given the reactants [CH3:1][C:2]1[N:7]=[C:6]([O:8][CH2:9][C@H:10]2[CH2:12][C@@H:11]2[C:13]2[CH:18]=[CH:17][CH:16]=[CH:15][N:14]=2)[C:5]([CH:19]2[CH2:28][CH2:27][C:22]3(OCC[O:23]3)[CH2:21][CH2:20]2)=[CH:4][N:3]=1.F[C:30](F)(F)C(O)=O, predict the reaction product. The product is: [CH3:1][C:2]1[N:7]=[C:6]([O:8][CH2:9][C@H:10]2[CH2:12][C@@H:11]2[C:13]2[CH:18]=[CH:17][C:16]([CH3:30])=[CH:15][N:14]=2)[C:5]([CH:19]2[CH2:28][CH2:27][C:22](=[O:23])[CH2:21][CH2:20]2)=[CH:4][N:3]=1.